Dataset: Catalyst prediction with 721,799 reactions and 888 catalyst types from USPTO. Task: Predict which catalyst facilitates the given reaction. The catalyst class is: 9. Reactant: [F:1][C:2]1[CH:12]=[C:11]([F:13])[CH:10]=[CH:9][C:3]=1[CH:4]=[CH:5][C:6]([OH:8])=[O:7].[C:14](=O)([O-])[O-].[K+].[K+].IC. Product: [F:1][C:2]1[CH:12]=[C:11]([F:13])[CH:10]=[CH:9][C:3]=1/[CH:4]=[CH:5]/[C:6]([O:8][CH3:14])=[O:7].